Dataset: Forward reaction prediction with 1.9M reactions from USPTO patents (1976-2016). Task: Predict the product of the given reaction. (1) Given the reactants [C:1]([O:5][C:6]([N:8]1[CH2:13][CH2:12][N:11]([C:14]2[N:19]=[C:18]([C:20]3[CH:25]=[CH:24][N:23]=[C:22](F)[CH:21]=3)[CH:17]=[C:16]([N+:27]([O-:29])=[O:28])[CH:15]=2)[CH2:10][CH2:9]1)=[O:7])([CH3:4])([CH3:3])[CH3:2].[CH:30]1([NH2:36])[CH2:35][CH2:34][CH2:33][CH2:32][CH2:31]1, predict the reaction product. The product is: [C:1]([O:5][C:6]([N:8]1[CH2:13][CH2:12][N:11]([C:14]2[N:19]=[C:18]([C:20]3[CH:25]=[CH:24][N:23]=[C:22]([NH:36][CH:30]4[CH2:35][CH2:34][CH2:33][CH2:32][CH2:31]4)[CH:21]=3)[CH:17]=[C:16]([N+:27]([O-:29])=[O:28])[CH:15]=2)[CH2:10][CH2:9]1)=[O:7])([CH3:4])([CH3:3])[CH3:2]. (2) Given the reactants B1C2CCCC1CCC2.[CH2:10]=[C:11]1[CH2:16][CH2:15][N:14]([C:17]([O:19][CH2:20][C:21]2[CH:26]=[CH:25][CH:24]=[CH:23][CH:22]=2)=[O:18])[CH2:13][CH2:12]1.Br[C:28]1[N:33]=[C:32]([NH:34][C:35](=[O:41])[O:36][C:37]([CH3:40])([CH3:39])[CH3:38])[CH:31]=[CH:30][CH:29]=1.CN(C=O)C, predict the reaction product. The product is: [C:37]([O:36][C:35]([NH:34][C:32]1[N:33]=[C:28]([CH2:10][CH:11]2[CH2:16][CH2:15][N:14]([C:17]([O:19][CH2:20][C:21]3[CH:22]=[CH:23][CH:24]=[CH:25][CH:26]=3)=[O:18])[CH2:13][CH2:12]2)[CH:29]=[CH:30][CH:31]=1)=[O:41])([CH3:40])([CH3:38])[CH3:39].